Dataset: Reaction yield outcomes from USPTO patents with 853,638 reactions. Task: Predict the reaction yield, written as a fraction of the theoretical maximum amount of product (1.0 means a 100% yield; for example, 0.34 means a 34% yield). (1) The reactants are [Cl:1][C:2]1[CH:12]=[C:11]([N+:13]([O-])=O)[C:5]2[O:6][CH2:7][C:8](=[O:10])[NH:9][C:4]=2[CH:3]=1. The catalyst is [Pd].O1CCCC1. The product is [NH2:13][C:11]1[C:5]2[O:6][CH2:7][C:8](=[O:10])[NH:9][C:4]=2[CH:3]=[C:2]([Cl:1])[CH:12]=1. The yield is 0.920. (2) The reactants are C[O:2][C:3]([C:5]1[S:9][C:8]([CH2:10][CH2:11][C:12]2[C:13]([C:17]3[CH:22]=[CH:21][CH:20]=[CH:19][N:18]=3)=[N:14][O:15][CH:16]=2)=[N:7][C:6]=1[CH3:23])=[O:4].O.[OH-].[Li+].CO. The catalyst is C1COCC1.O. The product is [CH3:23][C:6]1[N:7]=[C:8]([CH2:10][CH2:11][C:12]2[C:13]([C:17]3[CH:22]=[CH:21][CH:20]=[CH:19][N:18]=3)=[N:14][O:15][CH:16]=2)[S:9][C:5]=1[C:3]([OH:4])=[O:2]. The yield is 0.930. (3) The reactants are [CH3:1][O:2][C:3]1[C:12]2[CH2:13][NH:14][C:15](=[O:16])[C:11]=2[C:10]([O:17][CH2:18][C:19]2[CH:24]=[CH:23][C:22]([O:25][CH3:26])=[CH:21][CH:20]=2)=[C:9]2[C:4]=1[CH:5]=[CH:6][CH:7]=[N:8]2.[H-].[Na+].[Cl:29][C:30]1[CH:31]=[C:32]([CH:35]=[C:36]([Cl:38])[CH:37]=1)[CH2:33]Cl.[I-].[Na+]. The catalyst is CN(C)C=O.C(O)(=O)C. The product is [Cl:29][C:30]1[CH:31]=[C:32]([CH:35]=[C:36]([Cl:38])[CH:37]=1)[CH2:33][N:14]1[C:15](=[O:16])[C:11]2[C:10]([O:17][CH2:18][C:19]3[CH:24]=[CH:23][C:22]([O:25][CH3:26])=[CH:21][CH:20]=3)=[C:9]3[C:4]([CH:5]=[CH:6][CH:7]=[N:8]3)=[C:3]([O:2][CH3:1])[C:12]=2[CH2:13]1. The yield is 0.400.